From a dataset of NCI-60 drug combinations with 297,098 pairs across 59 cell lines. Regression. Given two drug SMILES strings and cell line genomic features, predict the synergy score measuring deviation from expected non-interaction effect. (1) Drug 1: C1=CC=C(C(=C1)C(C2=CC=C(C=C2)Cl)C(Cl)Cl)Cl. Drug 2: CC(C)CN1C=NC2=C1C3=CC=CC=C3N=C2N. Cell line: TK-10. Synergy scores: CSS=-1.66, Synergy_ZIP=2.49, Synergy_Bliss=3.64, Synergy_Loewe=0.171, Synergy_HSA=-0.731. (2) Drug 1: C1=CN(C(=O)N=C1N)C2C(C(C(O2)CO)O)O.Cl. Drug 2: CN1C2=C(C=C(C=C2)N(CCCl)CCCl)N=C1CCCC(=O)O.Cl. Cell line: SF-268. Synergy scores: CSS=12.9, Synergy_ZIP=-3.82, Synergy_Bliss=-1.99, Synergy_Loewe=-11.6, Synergy_HSA=-3.28. (3) Synergy scores: CSS=14.6, Synergy_ZIP=-3.87, Synergy_Bliss=-0.152, Synergy_Loewe=-4.53, Synergy_HSA=1.13. Drug 2: CC1=C(C(=CC=C1)Cl)NC(=O)C2=CN=C(S2)NC3=CC(=NC(=N3)C)N4CCN(CC4)CCO. Cell line: A549. Drug 1: C1=CC=C(C=C1)NC(=O)CCCCCCC(=O)NO.